From a dataset of Catalyst prediction with 721,799 reactions and 888 catalyst types from USPTO. Predict which catalyst facilitates the given reaction. (1) Reactant: [NH2:1][C@@H:2]([C:5]1[CH:10]=[CH:9][CH:8]=[C:7]([Cl:11])[CH:6]=1)[CH2:3][OH:4].C([O-])([O-])=O.[K+].[K+].[Br:18][C:19]1[CH:20]=[C:21]([CH:26]=[CH:27][C:28]=1[CH2:29]Br)[C:22]([O:24][CH3:25])=[O:23]. Product: [Br:18][C:19]1[CH:20]=[C:21]([CH:26]=[CH:27][C:28]=1[CH2:29][NH:1][C@@H:2]([C:5]1[CH:10]=[CH:9][CH:8]=[C:7]([Cl:11])[CH:6]=1)[CH2:3][OH:4])[C:22]([O:24][CH3:25])=[O:23]. The catalyst class is: 23. (2) Reactant: [CH2:1]([O:3][C:4](=[O:13])[C:5]1[CH:10]=[CH:9][C:8]([OH:11])=[C:7]([F:12])[CH:6]=1)[CH3:2].Cl[CH2:15][CH2:16][N:17]1[CH2:22][CH2:21][O:20][CH2:19][CH2:18]1.C(=O)([O-])[O-].[K+].[K+]. Product: [CH2:1]([O:3][C:4](=[O:13])[C:5]1[CH:10]=[CH:9][C:8]([O:11][CH2:15][CH2:16][N:17]2[CH2:22][CH2:21][O:20][CH2:19][CH2:18]2)=[C:7]([F:12])[CH:6]=1)[CH3:2]. The catalyst class is: 3. (3) Reactant: [CH3:1][N:2]1[CH2:11][CH2:10][C:9]2[C:4](=[CH:5][C:6]([N+:12]([O-])=O)=[CH:7][CH:8]=2)[C:3]1=[O:15].OCC1(OC[C@@H](O)[C@@H](O)[C@H]1O)O. Product: [NH2:12][C:6]1[CH:5]=[C:4]2[C:9]([CH2:10][CH2:11][N:2]([CH3:1])[C:3]2=[O:15])=[CH:8][CH:7]=1. The catalyst class is: 99. (4) Reactant: Cl[C:2]1[N:7]=[N:6][CH:5]=[C:4]([C:8]([O:10][CH3:11])=[O:9])[CH:3]=1.Cl.[CH3:13][NH:14][CH3:15].C(N(CC)CC)C. Product: [CH3:13][N:14]([CH3:15])[C:2]1[N:7]=[N:6][CH:5]=[C:4]([C:8]([O:10][CH3:11])=[O:9])[CH:3]=1. The catalyst class is: 1. (5) Reactant: [Cl:1][C:2]1[CH:7]=[C:6]([Cl:8])[CH:5]=[CH:4][C:3]=1[C:9]1[C:13]([C:14]2[CH:19]=[CH:18][N:17]=[C:16](S(C)(=O)=O)[N:15]=2)=[CH:12][NH:11][N:10]=1.[CH3:24][O:25][C:26]1[CH:27]=[C:28]([CH:30]=[C:31]([O:35][CH3:36])[C:32]=1[O:33][CH3:34])[NH2:29]. Product: [Cl:1][C:2]1[CH:7]=[C:6]([Cl:8])[CH:5]=[CH:4][C:3]=1[C:9]1[C:13]([C:14]2[CH:19]=[CH:18][N:17]=[C:16]([NH:29][C:28]3[CH:30]=[C:31]([O:35][CH3:36])[C:32]([O:33][CH3:34])=[C:26]([O:25][CH3:24])[CH:27]=3)[N:15]=2)=[CH:12][NH:11][N:10]=1. The catalyst class is: 52. (6) Reactant: [CH3:1][C@@H:2]1[CH2:6][C:5]2[C:7]([CH:32]3[CH2:37][CH2:36][NH:35][CH2:34][CH2:33]3)=[C:8]([CH3:31])[CH:9]=[C:10]([NH:11][C:12]3[N:17]=[C:16]([NH:18][C:19]4[CH:24]=[CH:23][CH:22]=[CH:21][C:20]=4[S:25]([CH:28]([CH3:30])[CH3:29])(=[O:27])=[O:26])[N:15]=[CH:14][N:13]=3)[C:4]=2[O:3]1.[C:38]([O:42][C:43]([NH:45][CH2:46][C:47](O)=[O:48])=[O:44])([CH3:41])([CH3:40])[CH3:39].CCN=C=NCCCN(C)C. Product: [CH:28]([S:25]([C:20]1[CH:21]=[CH:22][CH:23]=[CH:24][C:19]=1[NH:18][C:16]1[N:15]=[CH:14][N:13]=[C:12]([NH:11][C:10]2[C:4]3[O:3][C@H:2]([CH3:1])[CH2:6][C:5]=3[C:7]([CH:32]3[CH2:33][CH2:34][N:35]([C:47](=[O:48])[CH2:46][NH:45][C:43](=[O:44])[O:42][C:38]([CH3:39])([CH3:40])[CH3:41])[CH2:36][CH2:37]3)=[C:8]([CH3:31])[CH:9]=2)[N:17]=1)(=[O:27])=[O:26])([CH3:29])[CH3:30]. The catalyst class is: 3. (7) Reactant: [F:1][C:2]([F:17])([F:16])[C:3]([C:5]1[C:13]2[C:8](=[CH:9][C:10]([S:14][CH3:15])=[CH:11][CH:12]=2)[NH:7][CH:6]=1)=[O:4].C(=O)([O-])[O-].[K+].[K+].I[CH:25]([CH3:27])[CH3:26]. Product: [F:17][C:2]([F:1])([F:16])[C:3]([C:5]1[C:13]2[C:8](=[CH:9][C:10]([S:14][CH3:15])=[CH:11][CH:12]=2)[N:7]([CH:25]([CH3:27])[CH3:26])[CH:6]=1)=[O:4]. The catalyst class is: 9. (8) Reactant: [NH2:1][CH2:2][CH:3]([OH:5])[CH3:4].C(N(CC)CC)C.[CH2:13]([O:15][C:16](=[O:20])[C:17](Cl)=[O:18])[CH3:14]. Product: [OH:5][CH:3]([CH3:4])[CH2:2][NH:1][C:17](=[O:18])[C:16]([O:15][CH2:13][CH3:14])=[O:20]. The catalyst class is: 34. (9) Reactant: [CH2:1]([O:8][C:9]1[CH:10]=[C:11]([CH:13]=[CH:14][CH:15]=1)[NH2:12])[C:2]1[CH:7]=[CH:6][CH:5]=[CH:4][CH:3]=1.[N:16]#[C:17][NH2:18]. Product: [CH2:1]([O:8][C:9]1[CH:10]=[C:11]([NH:12][C:17]([NH2:18])=[NH:16])[CH:13]=[CH:14][CH:15]=1)[C:2]1[CH:3]=[CH:4][CH:5]=[CH:6][CH:7]=1. The catalyst class is: 89. (10) Reactant: [Cl:1][C:2]1[CH:3]=[C:4]([C:8]#[C:9][C:10]2[NH:11][O:12][CH:13]3[NH:17][CH2:16][CH2:15][C:14]=23)[CH:5]=[CH:6][CH:7]=1.C(N(CC)CC)C.[CH3:25][N:26]1[CH2:31][CH2:30][N:29]([C:32](Cl)=[O:33])[CH2:28][CH2:27]1.O. Product: [Cl:1][C:2]1[CH:3]=[C:4]([C:8]#[C:9][C:10]2[CH:14]3[CH2:15][CH2:16][N:17]([C:32]([N:29]4[CH2:30][CH2:31][N:26]([CH3:25])[CH2:27][CH2:28]4)=[O:33])[CH:13]3[O:12][N:11]=2)[CH:5]=[CH:6][CH:7]=1. The catalyst class is: 2.